Dataset: Catalyst prediction with 721,799 reactions and 888 catalyst types from USPTO. Task: Predict which catalyst facilitates the given reaction. (1) Reactant: C(O[C:4]([C:6]1[C:7]2[N:8]=[CH:9][CH:10]=[N:11][C:12]=2[C:13]([C:16]2[C:21]([F:22])=[C:20]([O:23][CH3:24])[CH:19]=[C:18]([O:25][CH3:26])[C:17]=2[F:27])=[CH:14][CH:15]=1)=[O:5])C.[NH2:28][C:29]1[N:34]=[CH:33][C:32]([CH2:35][N:36]([CH3:43])[CH2:37][C:38]([N:40]([CH3:42])[CH3:41])=[O:39])=[CH:31][CH:30]=1.C[Al](C)C.C([O-])(O)=O.[Na+]. Product: [CH3:41][N:40]([CH3:42])[C:38]([CH2:37][N:36]([CH2:35][C:32]1[CH:31]=[CH:30][C:29]([NH:28][C:4]([C:6]2[C:7]3[N:8]=[CH:9][CH:10]=[N:11][C:12]=3[C:13]([C:16]3[C:21]([F:22])=[C:20]([O:23][CH3:24])[CH:19]=[C:18]([O:25][CH3:26])[C:17]=3[F:27])=[CH:14][CH:15]=2)=[O:5])=[N:34][CH:33]=1)[CH3:43])=[O:39]. The catalyst class is: 512. (2) Reactant: Cl[C:2]1[CH:7]=[C:6]([O:8][C:9]2[CH:10]=[CH:11][C:12]([NH:15][C:16]([N:18]3[CH2:22][CH2:21][N:20]([CH:23]4[CH2:28][CH2:27][O:26][CH2:25][CH2:24]4)[C:19]3=[O:29])=[O:17])=[N:13][CH:14]=2)[CH:5]=[CH:4][N:3]=1.C([O-])([O-])=O.[K+].[K+].[CH3:36][C:37]1[CH:42]=[CH:41][C:40](B2OC(C)(C)C(C)(C)O2)=[CH:39][N:38]=1. Product: [CH3:36][C:37]1[N:38]=[CH:39][C:40]([C:2]2[CH:7]=[C:6]([O:8][C:9]3[CH:10]=[CH:11][C:12]([NH:15][C:16]([N:18]4[CH2:22][CH2:21][N:20]([CH:23]5[CH2:28][CH2:27][O:26][CH2:25][CH2:24]5)[C:19]4=[O:29])=[O:17])=[N:13][CH:14]=3)[CH:5]=[CH:4][N:3]=2)=[CH:41][CH:42]=1. The catalyst class is: 70. (3) Reactant: [NH2:1][C:2]1[C:3]2[CH:23]=[CH:22][CH:21]=[CH:20][C:4]=2[C:5]2[C@H:6]([CH2:18][Cl:19])[CH2:7][N:8]([C:11]([O:13][C:14]([CH3:17])([CH3:16])[CH3:15])=[O:12])[C:9]=2[CH:10]=1.Cl[C:25](=[O:46])[C@@H:26]([NH:28][C:29](=[O:45])[O:30][CH2:31][CH:32]1[C:44]2[CH:43]=[CH:42][CH:41]=[CH:40][C:39]=2[C:38]2[C:33]1=[CH:34][CH:35]=[CH:36][CH:37]=2)[CH3:27].CCN(C(C)C)C(C)C. Product: [CH:34]1[C:33]2[CH:32]([CH2:31][O:30][C:29]([NH:28][C@@H:26]([CH3:27])[C:25]([NH:1][C:2]3[C:3]4[CH:23]=[CH:22][CH:21]=[CH:20][C:4]=4[C:5]4[C@H:6]([CH2:18][Cl:19])[CH2:7][N:8]([C:11]([O:13][C:14]([CH3:16])([CH3:17])[CH3:15])=[O:12])[C:9]=4[CH:10]=3)=[O:46])=[O:45])[C:44]3[C:39](=[CH:40][CH:41]=[CH:42][CH:43]=3)[C:38]=2[CH:37]=[CH:36][CH:35]=1. The catalyst class is: 2. (4) Reactant: Cl[C:2]1[C:3]([C:11]([NH2:13])=[O:12])=[N:4][C:5]([CH2:9][CH3:10])=[C:6]([Cl:8])[N:7]=1.[F:14][C:15]1[CH:16]=[C:17]([CH:19]=[CH:20][C:21]=1[N:22]1[CH2:27][CH2:26][O:25][CH2:24][CH2:23]1)[NH2:18].C(N(C(C)C)CC)(C)C.CN1CCCC1=O. Product: [Cl:8][C:6]1[N:7]=[C:2]([NH:18][C:17]2[CH:19]=[CH:20][C:21]([N:22]3[CH2:23][CH2:24][O:25][CH2:26][CH2:27]3)=[C:15]([F:14])[CH:16]=2)[C:3]([C:11]([NH2:13])=[O:12])=[N:4][C:5]=1[CH2:9][CH3:10]. The catalyst class is: 6. (5) Reactant: [Cl:1][C:2]1[CH:10]=[C:9]2[C:5]([CH:6]=[C:7]([C:11]3[N:15]4[N:16]=[C:17]([CH3:25])[CH:18]=[C:19]([CH:20]([CH2:23][CH3:24])[CH2:21][CH3:22])[C:14]4=[N:13][C:12]=3[CH3:26])[NH:8]2)=[CH:4][CH:3]=1.[CH3:27]N(C=O)C.[H-].[Na+].CI. Product: [Cl:1][C:2]1[CH:10]=[C:9]2[C:5]([CH:6]=[C:7]([C:11]3[N:15]4[N:16]=[C:17]([CH3:25])[CH:18]=[C:19]([CH:20]([CH2:21][CH3:22])[CH2:23][CH3:24])[C:14]4=[N:13][C:12]=3[CH3:26])[N:8]2[CH3:27])=[CH:4][CH:3]=1. The catalyst class is: 25. (6) Reactant: FC(F)(F)C(O)=O.FC(F)(F)C(O)=O.[NH:15]1[CH2:20][CH2:19][CH2:18][CH:17]([C:21]([N:23]2[CH2:27][CH2:26][CH:25]([C:28]3[CH:29]=[N:30][CH:31]=[CH:32][CH:33]=3)[CH2:24]2)=[O:22])[CH2:16]1.[C:34]1([S:40](Cl)(=[O:42])=[O:41])[CH:39]=[CH:38][CH:37]=[CH:36][CH:35]=1.C(N(CC)CC)C. Product: [C:34]1([S:40]([N:15]2[CH2:20][CH2:19][CH2:18][CH:17]([C:21]([N:23]3[CH2:27][CH2:26][CH:25]([C:28]4[CH:29]=[N:30][CH:31]=[CH:32][CH:33]=4)[CH2:24]3)=[O:22])[CH2:16]2)(=[O:42])=[O:41])[CH:39]=[CH:38][CH:37]=[CH:36][CH:35]=1. The catalyst class is: 10. (7) Reactant: Cl.Cl.[NH2:3][C@H:4]1[CH2:9][CH2:8][C@H:7]([C:10]([NH:12][C:13]2[C:17]3[CH:18]=[CH:19][CH:20]=[CH:21][C:16]=3[O:15][C:14]=2[C:22]([NH:24][C:25]2[CH:30]=[CH:29][C:28]([Cl:31])=[CH:27][N:26]=2)=[O:23])=[O:11])[CH2:6][CH2:5]1.[CH:32](=O)[CH2:33][CH2:34][CH2:35][CH:36]=O.C(O[BH-](OC(=O)C)OC(=O)C)(=O)C.[Na+].C(=O)([O-])O.[Na+]. Product: [N:3]1([C@H:4]2[CH2:9][CH2:8][C@H:7]([C:10]([NH:12][C:13]3[C:17]4[CH:18]=[CH:19][CH:20]=[CH:21][C:16]=4[O:15][C:14]=3[C:22]([NH:24][C:25]3[CH:30]=[CH:29][C:28]([Cl:31])=[CH:27][N:26]=3)=[O:23])=[O:11])[CH2:6][CH2:5]2)[CH2:36][CH2:35][CH2:34][CH2:33][CH2:32]1. The catalyst class is: 236. (8) Reactant: Cl[C:2]1[N:10]=[C:9]2[C:5]([N:6]=[CH:7][N:8]2[C:11]2[CH:16]=[CH:15][C:14]([I:17])=[C:13]([F:18])[CH:12]=2)=[CH:4][N:3]=1.Cl.[NH2:20][C@H:21]1[CH2:25][CH2:24][C@H:23]([OH:26])[CH2:22]1.C(N(C(C)C)C(C)C)C. Product: [F:18][C:13]1[CH:12]=[C:11]([N:8]2[CH:7]=[N:6][C:5]3[C:9]2=[N:10][C:2]([NH:20][C@H:21]2[CH2:25][CH2:24][C@H:23]([OH:26])[CH2:22]2)=[N:3][CH:4]=3)[CH:16]=[CH:15][C:14]=1[I:17]. The catalyst class is: 141. (9) Reactant: [CH:1]1([C:4]2[N:9]=[N:8][C:7]([NH:10][S:11]([C:14]3[CH:19]=[CH:18][C:17]([O:20][CH2:21][C:22]4[C:23]([CH3:28])=[N:24][O:25][C:26]=4[CH3:27])=[CH:16][CH:15]=3)(=[O:13])=[O:12])=[CH:6][CH:5]=2)[CH2:3][CH2:2]1.[C:29](N=C(N(C)C)N(C)C)([CH3:32])([CH3:31])[CH3:30].BrCC(C)C. Product: [CH:1]1([C:4]2[N:9]=[N:8][C:7]([N:10]([CH2:30][CH:29]([CH3:32])[CH3:31])[S:11]([C:14]3[CH:15]=[CH:16][C:17]([O:20][CH2:21][C:22]4[C:23]([CH3:28])=[N:24][O:25][C:26]=4[CH3:27])=[CH:18][CH:19]=3)(=[O:12])=[O:13])=[CH:6][CH:5]=2)[CH2:2][CH2:3]1. The catalyst class is: 10. (10) Reactant: [F:1][C:2]1([F:18])[CH2:7][CH2:6][C@H:5]([NH:8][C:9](=[O:15])[O:10][C:11]([CH3:14])([CH3:13])[CH3:12])[C@@H:4]([CH2:16][OH:17])[CH2:3]1.[CH3:19][C:20]1[CH:21]=[N:22][N:23]([C:25]2[CH:30]=[CH:29][C:28](O)=[CH:27][CH:26]=2)[CH:24]=1.C1CCN(C(N=NC(N2CCCCC2)=O)=O)CC1.P(CCCC)(CCCC)CCCC. Product: [F:1][C:2]1([F:18])[CH2:7][CH2:6][C@H:5]([NH:8][C:9](=[O:15])[O:10][C:11]([CH3:14])([CH3:12])[CH3:13])[C@@H:4]([CH2:16][O:17][C:28]2[CH:27]=[CH:26][C:25]([N:23]3[CH:24]=[C:20]([CH3:19])[CH:21]=[N:22]3)=[CH:30][CH:29]=2)[CH2:3]1. The catalyst class is: 11.